This data is from Forward reaction prediction with 1.9M reactions from USPTO patents (1976-2016). The task is: Predict the product of the given reaction. The product is: [N+:8]([C:5]1[CH:6]=[CH:7][N:3]([CH2:2][C:15]([CH2:14][CH2:13][C:12]([F:11])([F:20])[F:21])([C:16]#[N:17])[C:18]#[N:19])[CH:4]=1)([O-:10])=[O:9]. Given the reactants Cl[CH2:2][N:3]1[CH:7]=[CH:6][C:5]([N+:8]([O-:10])=[O:9])=[CH:4]1.[F:11][C:12]([F:21])([F:20])[CH2:13][CH2:14][CH:15]([C:18]#[N:19])[C:16]#[N:17].C(=O)([O-])[O-].[K+].[K+].O, predict the reaction product.